This data is from Catalyst prediction with 721,799 reactions and 888 catalyst types from USPTO. The task is: Predict which catalyst facilitates the given reaction. Reactant: [Br:1][C:2]1[CH:9]=[CH:8][C:5]([CH:6]=O)=[CH:4][CH:3]=1.[NH2:10][CH2:11][CH2:12][N:13]1[CH2:18][CH2:17][O:16][CH2:15][CH2:14]1.FC(F)(F)C(O)=[O:22].[F:26][C:27]([F:37])([F:36])[C:28]1[CH:33]=[CH:32][C:31]([N+:34]#[C-:35])=[CH:30][CH:29]=1.C(=O)([O-])[O-].[K+].[K+]. Product: [Br:1][C:2]1[CH:9]=[CH:8][C:5]([CH:6]([NH:10][CH2:11][CH2:12][N:13]2[CH2:18][CH2:17][O:16][CH2:15][CH2:14]2)[C:35]([NH:34][C:31]2[CH:30]=[CH:29][C:28]([C:27]([F:36])([F:37])[F:26])=[CH:33][CH:32]=2)=[O:22])=[CH:4][CH:3]=1. The catalyst class is: 5.